From a dataset of Forward reaction prediction with 1.9M reactions from USPTO patents (1976-2016). Predict the product of the given reaction. (1) Given the reactants [Cl:1][C:2]1[CH:8]=[CH:7][C:5]([NH2:6])=[CH:4][CH:3]=1.[C:9]([O:13][C:14]([N:16]1[CH2:21][CH2:20][C:19]([C:25]#[N:26])([C:22](O)=[O:23])[CH2:18][CH2:17]1)=[O:15])([CH3:12])([CH3:11])[CH3:10].CN(C(ON1N=NC2C=CC=NC1=2)=[N+](C)C)C.F[P-](F)(F)(F)(F)F.CCN(C(C)C)C(C)C, predict the reaction product. The product is: [C:9]([O:13][C:14]([N:16]1[CH2:21][CH2:20][C:19]([C:22](=[O:23])[NH:6][C:5]2[CH:7]=[CH:8][C:2]([Cl:1])=[CH:3][CH:4]=2)([C:25]#[N:26])[CH2:18][CH2:17]1)=[O:15])([CH3:12])([CH3:11])[CH3:10]. (2) The product is: [O:26]1[CH2:29][C:28](=[CH:6][C:1]([O:3][CH2:4][CH3:5])=[O:2])[CH2:27]1. Given the reactants [C:1]([CH:6]=P(C1C=CC=CC=1)(C1C=CC=CC=1)C1C=CC=CC=1)([O:3][CH2:4][CH3:5])=[O:2].[O:26]1[CH2:29][C:28](=O)[CH2:27]1, predict the reaction product. (3) The product is: [CH3:5][C:2](=[CH2:1])[CH2:3][O:4][CH2:7][C:8]1[CH:16]=[CH:15][C:11]([C:12]([OH:14])=[O:13])=[CH:10][CH:9]=1. Given the reactants [CH3:1][C:2](=[CH2:5])[CH2:3][OH:4].Br[CH2:7][C:8]1[CH:16]=[CH:15][C:11]([C:12]([OH:14])=[O:13])=[CH:10][CH:9]=1.[H-].[Na+].C(OCC1C=CC(C(O)=O)=CC=1)CC=C, predict the reaction product. (4) Given the reactants [O:1]=[O+][O-].C([C:6](=P(C1C=CC=CC=1)(C1C=CC=CC=1)C1C=CC=CC=1)[C:7]([C@@H:9]([NH:14][C:15](=[O:38])[O:16][C@H:17]([CH2:22][C:23]1[O:24][C:25]([C:28]2[CH:33]=[CH:32][C:31]([C:34]([F:37])([F:36])[F:35])=[CH:30][CH:29]=2)=[N:26][N:27]=1)[C:18]([CH3:21])([CH3:20])[CH3:19])[CH2:10][CH2:11][CH2:12][CH3:13])=[O:8])#N.[CH3:58][C@H:59]([NH2:66])[C:60]1[CH:65]=[CH:64][CH:63]=[CH:62][CH:61]=1, predict the reaction product. The product is: [O:1]=[C:6]([NH:66][C@@H:59]([C:60]1[CH:65]=[CH:64][CH:63]=[CH:62][CH:61]=1)[CH3:58])[C:7]([C@@H:9]([NH:14][C:15](=[O:38])[O:16][C@H:17]([CH2:22][C:23]1[O:24][C:25]([C:28]2[CH:29]=[CH:30][C:31]([C:34]([F:36])([F:37])[F:35])=[CH:32][CH:33]=2)=[N:26][N:27]=1)[C:18]([CH3:20])([CH3:19])[CH3:21])[CH2:10][CH2:11][CH2:12][CH3:13])=[O:8]. (5) Given the reactants C([NH:5][S:6]([C:9]1[CH:14]=[CH:13][CH:12]=[C:11]([C:15]2[CH:20]=[C:19]([C:21]3[N:26]=[C:25]([CH3:27])[CH:24]=[C:23]([C:28]4[CH:29]=[N:30][C:31]([C:34]([F:37])([F:36])[F:35])=[CH:32][CH:33]=4)[N:22]=3)[CH:18]=[CH:17][N:16]=2)[CH:10]=1)(=[O:8])=[O:7])(C)(C)C.C(O)(C(F)(F)F)=O, predict the reaction product. The product is: [CH3:27][C:25]1[CH:24]=[C:23]([C:28]2[CH:29]=[N:30][C:31]([C:34]([F:36])([F:37])[F:35])=[CH:32][CH:33]=2)[N:22]=[C:21]([C:19]2[CH:18]=[CH:17][N:16]=[C:15]([C:11]3[CH:10]=[C:9]([S:6]([NH2:5])(=[O:8])=[O:7])[CH:14]=[CH:13][CH:12]=3)[CH:20]=2)[N:26]=1. (6) Given the reactants [CH3:1][C:2]([CH3:25])([CH3:24])[C:3]#[C:4][C:5]1[S:9][C:8]([C:10]([O:12][CH3:13])=[O:11])=[C:7]([NH:14][CH2:15][C:16]([N:18]2[CH2:23][CH2:22][O:21][CH2:20][CH2:19]2)=[O:17])[CH:6]=1.[C:26]([O:29][CH:30]1[CH2:35][C@H:34]([C:36](Cl)=[O:37])[CH2:33][CH2:32][C@H:31]1[CH3:39])(=[O:28])[CH3:27].N1C=CC=CC=1.O, predict the reaction product. The product is: [CH3:1][C:2]([CH3:25])([CH3:24])[C:3]#[C:4][C:5]1[S:9][C:8]([C:10]([O:12][CH3:13])=[O:11])=[C:7]([N:14]([CH2:15][C:16]([N:18]2[CH2:23][CH2:22][O:21][CH2:20][CH2:19]2)=[O:17])[C:36]([C@@H:34]2[CH2:33][CH2:32][C@@H:31]([CH3:39])[CH:30]([O:29][C:26](=[O:28])[CH3:27])[CH2:35]2)=[O:37])[CH:6]=1. (7) The product is: [F:1][C:2]1[CH:3]=[CH:4][C:5]([N:8]2[C:12]([CH2:13][CH:14]([CH3:15])[CH3:16])=[CH:11][C:10]([CH2:17][NH:18][S:36]([C:34]3[CH:33]=[CH:32][CH:31]=[C:30]4[C:35]=3[N:26]=[CH:27][CH:28]=[CH:29]4)(=[O:37])=[O:38])=[N:9]2)=[CH:6][CH:7]=1. Given the reactants [F:1][C:2]1[CH:7]=[CH:6][C:5]([N:8]2[C:12]([CH2:13][CH:14]([CH3:16])[CH3:15])=[CH:11][C:10]([CH2:17][NH2:18])=[N:9]2)=[CH:4][CH:3]=1.C(N(CC)CC)C.[N:26]1[C:35]2[C:30](=[CH:31][CH:32]=[CH:33][C:34]=2[S:36](Cl)(=[O:38])=[O:37])[CH:29]=[CH:28][CH:27]=1, predict the reaction product. (8) Given the reactants [Cl:1][S:2]([C:5]1[CH:6]=[C:7]([CH:11]=[CH:12][CH:13]=1)[C:8](Cl)=[O:9])(=[O:4])=[O:3].[CH3:14][OH:15], predict the reaction product. The product is: [Cl:1][S:2]([C:5]1[CH:6]=[C:7]([CH:11]=[CH:12][CH:13]=1)[C:8]([O:15][CH3:14])=[O:9])(=[O:4])=[O:3]. (9) Given the reactants [CH:1]1([NH:4][C:5]([C@@H:7]2[CH2:11][CH2:10][CH2:9][NH:8]2)=O)[CH2:3][CH2:2]1.Cl, predict the reaction product. The product is: [CH:1]1([NH:4][CH2:5][C@@H:7]2[CH2:11][CH2:10][CH2:9][NH:8]2)[CH2:3][CH2:2]1. (10) Given the reactants [CH2:1]([O:8][CH2:9][CH2:10][CH2:11][C:12]1[N:17]=[C:16]([S:18][CH3:19])[N:15]=[C:14]([OH:20])[CH:13]=1)[C:2]1[CH:7]=[CH:6][CH:5]=[CH:4][CH:3]=1.C(N(CC)CC)C.[F:28][C:29]([F:40])([F:39])[C:30](O[C:30](=[O:31])[C:29]([F:40])([F:39])[F:28])=[O:31], predict the reaction product. The product is: [CH2:1]([O:8][CH2:9][CH2:10][CH2:11][C:12]1[N:17]=[C:16]([S:18][CH3:19])[N:15]=[C:14]([O:20][C:30](=[O:31])[C:29]([F:40])([F:39])[F:28])[CH:13]=1)[C:2]1[CH:7]=[CH:6][CH:5]=[CH:4][CH:3]=1.